This data is from Forward reaction prediction with 1.9M reactions from USPTO patents (1976-2016). The task is: Predict the product of the given reaction. Given the reactants C[O:2][C:3](=O)[C:4]1[CH:9]=[CH:8][C:7]([Br:10])=[CH:6][C:5]=1[CH2:11]Br.[NH3:14], predict the reaction product. The product is: [Br:10][C:7]1[CH:6]=[C:5]2[C:4](=[CH:9][CH:8]=1)[C:3](=[O:2])[NH:14][CH2:11]2.